Dataset: Reaction yield outcomes from USPTO patents with 853,638 reactions. Task: Predict the reaction yield, written as a fraction of the theoretical maximum amount of product (1.0 means a 100% yield; for example, 0.34 means a 34% yield). (1) The reactants are [CH2:1]([O:8][C:9]1[CH:15]=[CH:14][C:12]([NH2:13])=[CH:11][CH:10]=1)[C:2]1[CH:7]=[CH:6][CH:5]=[CH:4][CH:3]=1.[C:16]1(=O)[O:20][CH2:19][CH2:18][CH2:17]1.Cl. No catalyst specified. The product is [CH2:1]([O:8][C:9]1[CH:10]=[CH:11][C:12]([N:13]2[CH2:16][CH2:17][CH2:18][C:19]2=[O:20])=[CH:14][CH:15]=1)[C:2]1[CH:3]=[CH:4][CH:5]=[CH:6][CH:7]=1. The yield is 0.310. (2) The reactants are Br[C:2]1[N:6]([S:7]([C:10]2[CH:11]=[N:12][CH:13]=[CH:14][CH:15]=2)(=[O:9])=[O:8])[CH:5]=[C:4]([CH2:16][N:17]([CH3:25])[C:18](=[O:24])[O:19][C:20]([CH3:23])([CH3:22])[CH3:21])[CH:3]=1.[S:26]1[CH:30]=[CH:29][C:28](B(O)O)=[CH:27]1.C(=O)([O-])[O-].[Na+].[Na+]. The catalyst is COCCOC.O.C1C=CC([P]([Pd]([P](C2C=CC=CC=2)(C2C=CC=CC=2)C2C=CC=CC=2)([P](C2C=CC=CC=2)(C2C=CC=CC=2)C2C=CC=CC=2)[P](C2C=CC=CC=2)(C2C=CC=CC=2)C2C=CC=CC=2)(C2C=CC=CC=2)C2C=CC=CC=2)=CC=1. The product is [CH3:25][N:17]([CH2:16][C:4]1[CH:3]=[C:2]([C:28]2[CH:29]=[CH:30][S:26][CH:27]=2)[N:6]([S:7]([C:10]2[CH:11]=[N:12][CH:13]=[CH:14][CH:15]=2)(=[O:9])=[O:8])[CH:5]=1)[C:18](=[O:24])[O:19][C:20]([CH3:23])([CH3:22])[CH3:21]. The yield is 0.810. (3) The reactants are [C:1]([C:3]1[C:11]2[CH:10]=[CH:9][S:8][C:7]=2[C:6]([O:12]C)=[CH:5][CH:4]=1)#[N:2].C([S-])C.[Na+].C(OCC)(=O)C.Cl. The catalyst is CN(C=O)C. The product is [C:1]([C:3]1[C:11]2[CH:10]=[CH:9][S:8][C:7]=2[C:6]([OH:12])=[CH:5][CH:4]=1)#[N:2]. The yield is 0.990. (4) The reactants are [Cl:1][C:2]1[CH:7]=[C:6]([C:8]2[CH:13]=[CH:12][CH:11]=[CH:10][CH:9]=2)[N:5]=[C:4]([C:14]#[CH:15])[C:3]=1[NH2:16].O. The catalyst is CN(C=O)C.[Cu]I. The product is [Cl:1][C:2]1[CH:7]=[C:6]([C:8]2[CH:13]=[CH:12][CH:11]=[CH:10][CH:9]=2)[N:5]=[C:4]2[CH:14]=[CH:15][NH:16][C:3]=12. The yield is 0.420. (5) The yield is 0.160. No catalyst specified. The product is [CH:25]1([CH2:24][C@H:3]([NH:2][C:37]([C:36]2[N:32]([CH3:31])[N:33]=[CH:34][CH:35]=2)=[O:38])[C:4](=[O:5])[NH:6][C@H:7]2[CH2:13][CH2:12][CH2:11][N:10]([S:14]([C:17]3[CH:22]=[CH:21][CH:20]=[CH:19][N:18]=3)(=[O:15])=[O:16])[CH2:9][C:8]2=[O:23])[CH2:30][CH2:29][CH2:28][CH2:27][CH2:26]1. The reactants are Cl.[NH2:2][C@@H:3]([CH2:24][CH:25]1[CH2:30][CH2:29][CH2:28][CH2:27][CH2:26]1)[C:4]([NH:6][C@H:7]1[CH2:13][CH2:12][CH2:11][N:10]([S:14]([C:17]2[CH:22]=[CH:21][CH:20]=[CH:19][N:18]=2)(=[O:16])=[O:15])[CH2:9][C@@H:8]1[OH:23])=[O:5].[CH3:31][N:32]1[C:36]([C:37](O)=[O:38])=[CH:35][CH:34]=[N:33]1.CC(OI1(OC(C)=O)(OC(C)=O)OC(=O)C2C=CC=CC1=2)=O.